Dataset: Catalyst prediction with 721,799 reactions and 888 catalyst types from USPTO. Task: Predict which catalyst facilitates the given reaction. (1) Reactant: [CH2:1]([NH:8][C:9]([C:11]1[C:12]([OH:20])=[N:13][CH:14]=[C:15]([CH:19]=1)[C:16]([OH:18])=[O:17])=[O:10])[C:2]1[CH:7]=[CH:6][CH:5]=[CH:4][CH:3]=1.CCN=C=NCCCN(C)C.Cl.C1C=CC2N(O)N=NC=2C=1.[CH2:43](N)[C:44]1[CH:49]=[CH:48][CH:47]=[CH:46][CH:45]=1. Product: [CH2:1]([N:8]([CH2:43][C:44]1[CH:49]=[CH:48][CH:47]=[CH:46][CH:45]=1)[C:9]([C:11]1[C:12](=[O:20])[NH:13][CH:14]=[C:15]([C:16]([OH:18])=[O:17])[CH:19]=1)=[O:10])[C:2]1[CH:7]=[CH:6][CH:5]=[CH:4][CH:3]=1. The catalyst class is: 35. (2) Reactant: [Cl-].[Cl:2][C:3]1[CH:8]=[CH:7][C:6]([C:9]([C:12]2[N:16]([C:17]3[CH:22]=[CH:21][C:20]([F:23])=[CH:19][CH:18]=3)[C:15]([S:24][CH2:25][C:26]3[C:31]([F:32])=[CH:30][C:29]([S:33]([NH:36][CH2:37][CH2:38][CH2:39][N+:40]([CH3:43])([CH3:42])[CH3:41])(=[O:35])=[O:34])=[CH:28][C:27]=3[F:44])=[N:14][CH:13]=2)([CH3:11])[CH3:10])=[CH:5][C:4]=1[O:45][CH3:46].[C:47]([O-:50])([O-])=[O:48].[K+].[K+]. Product: [Cl-:2].[C:47]([C:3]1[CH:8]=[CH:7][C:6]([CH2:9][N:36]([CH2:37][CH2:38][CH2:39][N+:40]([CH3:41])([CH3:43])[CH3:42])[S:33]([C:29]2[CH:28]=[C:27]([F:44])[C:26]([CH2:25][S:24][C:15]3[N:16]([C:17]4[CH:22]=[CH:21][C:20]([F:23])=[CH:19][CH:18]=4)[C:12]([C:9]([C:6]4[CH:7]=[CH:8][C:3]([Cl:2])=[C:4]([O:45][CH3:46])[CH:5]=4)([CH3:10])[CH3:11])=[CH:13][N:14]=3)=[C:31]([F:32])[CH:30]=2)(=[O:35])=[O:34])=[CH:5][CH:4]=1)([OH:50])=[O:48]. The catalyst class is: 3. (3) Reactant: [NH2:1][C:2]1[S:6][C:5]2[CH2:7][CH2:8][CH2:9][CH2:10][C:4]=2[C:3]=1[C:11]([C:13]1[CH:18]=[CH:17][CH:16]=[CH:15][C:14]=1[Cl:19])=O.[C:20]([O:27][CH3:28])(=[O:26])[CH2:21][CH2:22][C:23]([CH3:25])=O.Cl[Si](C)(C)C. Product: [CH3:25][C:23]1[N:1]=[C:2]2[S:6][C:5]3[CH2:7][CH2:8][CH2:9][CH2:10][C:4]=3[C:3]2=[C:11]([C:13]2[CH:18]=[CH:17][CH:16]=[CH:15][C:14]=2[Cl:19])[C:22]=1[CH2:21][C:20]([O:27][CH3:28])=[O:26]. The catalyst class is: 3. (4) Reactant: [C:1]1([CH:7]([C:11]2[CH:16]=[CH:15][CH:14]=[CH:13][CH:12]=2)[CH:8]=[N:9]O)[CH:6]=[CH:5][CH:4]=[CH:3][CH:2]=1.[H-].[H-].[H-].[H-].[Li+].[Al+3].O.O.O.O.O.O.O.O.O.O.S([O-])([O-])(=O)=O.[Na+].[Na+]. Product: [C:11]1([CH:7]([C:1]2[CH:2]=[CH:3][CH:4]=[CH:5][CH:6]=2)[CH2:8][NH2:9])[CH:12]=[CH:13][CH:14]=[CH:15][CH:16]=1. The catalyst class is: 1. (5) Reactant: [Br:1][C:2]1[CH:3]=[C:4]2[C@:15]3([N:20]=[C:19]([NH2:21])[CH2:18][O:17][CH2:16]3)[C:14]3[CH:13]=[C:12]([O:22]C)[N:11]=[CH:10][C:9]=3[O:8][C:5]2=[CH:6][CH:7]=1.CC(O)=O.Br. Product: [NH2:21][C:19]1[CH2:18][O:17][CH2:16][C@:15]2([C:14]3[CH:13]=[C:12]([OH:22])[N:11]=[CH:10][C:9]=3[O:8][C:5]3[C:4]2=[CH:3][C:2]([Br:1])=[CH:7][CH:6]=3)[N:20]=1. The catalyst class is: 801.